Dataset: Catalyst prediction with 721,799 reactions and 888 catalyst types from USPTO. Task: Predict which catalyst facilitates the given reaction. (1) Reactant: C(OC(=O)[NH:7][C@H:8]([CH2:13][S:14][C:15]1[NH:19][CH:18]=[N:17][N:16]=1)[CH2:9][CH:10]([CH3:12])[CH3:11])(C)(C)C.[ClH:21]. Product: [ClH:21].[CH3:11][CH:10]([CH3:12])[CH2:9][C@H:8]([NH2:7])[CH2:13][S:14][C:15]1[NH:19][CH:18]=[N:17][N:16]=1. The catalyst class is: 12. (2) Reactant: C(Cl)Cl.[CH2:4]([C@@:8]1([CH2:33][CH3:34])[NH:14][C@H:13]([C:15]2[CH:20]=[CH:19][CH:18]=[CH:17][CH:16]=2)[C:12]2[CH:21]=[C:22]([O:29][CH3:30])[C:23]([C:25](OC)=[O:26])=[CH:24][C:11]=2[S:10](=[O:32])(=[O:31])[CH2:9]1)[CH2:5][CH2:6][CH3:7].CC(C[AlH]CC(C)C)C.C1(C)C=CC=CC=1. Product: [CH2:4]([C@@:8]1([CH2:33][CH3:34])[NH:14][C@H:13]([C:15]2[CH:16]=[CH:17][CH:18]=[CH:19][CH:20]=2)[C:12]2[CH:21]=[C:22]([O:29][CH3:30])[C:23]([CH2:25][OH:26])=[CH:24][C:11]=2[S:10](=[O:31])(=[O:32])[CH2:9]1)[CH2:5][CH2:6][CH3:7]. The catalyst class is: 72.